From a dataset of Catalyst prediction with 721,799 reactions and 888 catalyst types from USPTO. Predict which catalyst facilitates the given reaction. (1) Reactant: CS(O[CH2:6][C:7]1[N:8]=[N:9][C:10]([O:16][CH2:17][CH3:18])=[C:11]([O:13][CH2:14][CH3:15])[CH:12]=1)(=O)=O.[NH3:19]. Product: [CH2:14]([O:13][C:11]1[CH:12]=[C:7]([CH2:6][NH2:19])[N:8]=[N:9][C:10]=1[O:16][CH2:17][CH3:18])[CH3:15]. The catalyst class is: 5. (2) Reactant: [N:1]1[O:2][N:3]=[C:4]2[CH:9]=[C:8]([C:10]([O:12]CC)=[O:11])[CH:7]=[CH:6][C:5]=12.[OH-].[Na+].Cl. Product: [N:1]1[O:2][N:3]=[C:4]2[CH:9]=[C:8]([C:10]([OH:12])=[O:11])[CH:7]=[CH:6][C:5]=12. The catalyst class is: 5. (3) Reactant: Br[C:2]1[CH:3]=[N:4][CH:5]=[C:6]([O:8][CH3:9])[CH:7]=1.C([Sn](CCCC)(CCCC)[C:15]([O:17]CC)=[CH2:16])CCC. Product: [CH3:9][O:8][C:6]1[CH:7]=[C:2]([C:15](=[O:17])[CH3:16])[CH:3]=[N:4][CH:5]=1. The catalyst class is: 109. (4) Reactant: [CH3:1][C:2]1([C:5](Cl)=[O:6])[CH2:4][CH2:3]1.[F:8][C:9]1[CH:22]=[C:21]([N+:23]([O-:25])=[O:24])[CH:20]=[CH:19][C:10]=1[O:11][C:12]1[CH:17]=[CH:16][N:15]=[C:14]([NH2:18])[CH:13]=1.CCN(CC)CC.CCOC(C)=O. Product: [F:8][C:9]1[CH:22]=[C:21]([N+:23]([O-:25])=[O:24])[CH:20]=[CH:19][C:10]=1[O:11][C:12]1[CH:17]=[CH:16][N:15]=[C:14]([NH:18][C:5]([C:2]2([CH3:1])[CH2:4][CH2:3]2)=[O:6])[CH:13]=1. The catalyst class is: 2. (5) The catalyst class is: 8. Reactant: [CH3:1][N:2]=[S:3]([C:6]1[CH:23]=[CH:22][C:9]([CH2:10][N:11]2C(=O)C3C(=CC=CC=3)C2=O)=[CH:8][CH:7]=1)([CH3:5])=[O:4].NCCN.C(#N)C.O1CCCC1. Product: [CH3:1][N:2]=[S:3]([C:6]1[CH:23]=[CH:22][C:9]([CH2:10][NH2:11])=[CH:8][CH:7]=1)([CH3:5])=[O:4]. (6) Reactant: [NH2:1][C:2]1[N:3]=[C:4]([C:7]2[CH:8]=[C:9]3[C:14](=[CH:15][CH:16]=2)[C:13](=[O:17])[N:12]([CH2:18][CH:19]([CH3:21])[CH3:20])[C:11]([CH2:22][NH:23]C(=O)OC(C)(C)C)=[C:10]3[C:31]2[CH:36]=[CH:35][CH:34]=[CH:33][CH:32]=2)[S:5][CH:6]=1.[ClH:37]. Product: [ClH:37].[ClH:37].[NH2:23][CH2:22][C:11]1[N:12]([CH2:18][CH:19]([CH3:21])[CH3:20])[C:13](=[O:17])[C:14]2[C:9]([C:10]=1[C:31]1[CH:32]=[CH:33][CH:34]=[CH:35][CH:36]=1)=[CH:8][C:7]([C:4]1[S:5][CH:6]=[C:2]([NH2:1])[N:3]=1)=[CH:16][CH:15]=2. The catalyst class is: 13.